Dataset: Catalyst prediction with 721,799 reactions and 888 catalyst types from USPTO. Task: Predict which catalyst facilitates the given reaction. (1) Reactant: Cl[C:2]1[N:7]=[C:6]2[CH2:8][CH2:9][CH2:10][C:5]2=[C:4]([Cl:11])[CH:3]=1.C([Sn](CCCC)(CCCC)[C:17]1[O:18][CH:19]=[CH:20][N:21]=1)CCC. Product: [Cl:11][C:4]1[CH:3]=[C:2]([C:17]2[O:18][CH:19]=[CH:20][N:21]=2)[N:7]=[C:6]2[CH2:8][CH2:9][CH2:10][C:5]=12. The catalyst class is: 77. (2) Reactant: N1C2C(=CC=CC=2)C=C1.C([O-])([O-])=O.[Na+].[Na+].C([O-])([O-])=O.[Cs+].[Cs+].CC([O-])(C)C.[K+].[H-].[Na+].[C:30]([C:32]1[C:40]2[C:35](=[CH:36][CH:37]=[CH:38][CH:39]=2)[NH:34][CH:33]=1)#[N:31].[CH3:41][O:42][C:43](=[O:52])[C:44]1[CH:49]=[CH:48][C:47]([Br:50])=[CH:46][C:45]=1F.[NH4+].[Cl-]. Product: [Br:50][C:47]1[CH:46]=[CH:45][C:44]([C:43]([O:42][CH3:41])=[O:52])=[C:49]([N:34]2[C:35]3[C:40](=[CH:39][CH:38]=[CH:37][CH:36]=3)[C:32]([C:30]#[N:31])=[CH:33]2)[CH:48]=1. The catalyst class is: 3. (3) Reactant: [CH3:1][O:2][C:3]1[CH:4]=[C:5]([CH:9]([C:12]2[CH:17]=[CH:16][CH:15]=[CH:14][CH:13]=2)[C:10]#[N:11])[CH:6]=[CH:7][CH:8]=1.[CH2:18]([N:25]1[CH2:29][CH2:28][C@H:27](OS(C2C=CC(C)=CC=2)(=O)=O)[CH2:26]1)[C:19]1[CH:24]=[CH:23][CH:22]=[CH:21][CH:20]=1.CC(C)([O-])C.[K+].O. Product: [CH2:18]([N:25]1[CH2:29][CH2:28][C@@H:27]([C:9]([C:5]2[CH:6]=[CH:7][CH:8]=[C:3]([O:2][CH3:1])[CH:4]=2)([C:12]2[CH:17]=[CH:16][CH:15]=[CH:14][CH:13]=2)[C:10]#[N:11])[CH2:26]1)[C:19]1[CH:24]=[CH:23][CH:22]=[CH:21][CH:20]=1. The catalyst class is: 1. (4) Reactant: [OH:1][CH2:2][CH2:3][CH2:4][C:5]1[C:6]([CH:18]([CH3:20])[CH3:19])=[N:7][N:8]([C:10]2[N:15]=[CH:14][C:13]([C:16]#[N:17])=[CH:12][CH:11]=2)[CH:9]=1.O[C:22]1[C:27]([O:28][CH3:29])=[CH:26][CH:25]=[CH:24][C:23]=1[CH2:30][C:31]([O:33]C)=[O:32].C(P(CCCC)CCCC)CCC.N(C(N1CCCCC1)=O)=NC(N1CCCCC1)=O. Product: [C:16]([C:13]1[CH:12]=[CH:11][C:10]([N:8]2[CH:9]=[C:5]([CH2:4][CH2:3][CH2:2][O:1][C:22]3[C:27]([O:28][CH3:29])=[CH:26][CH:25]=[CH:24][C:23]=3[CH2:30][C:31]([OH:33])=[O:32])[C:6]([CH:18]([CH3:20])[CH3:19])=[N:7]2)=[N:15][CH:14]=1)#[N:17]. The catalyst class is: 7. (5) Reactant: [O:1]1[C:10]2[C:5](=[CH:6][CH:7]=[CH:8][CH:9]=2)[CH2:4][CH2:3][CH2:2]1.[Li]CCCC.[C:16](=[O:18])=[O:17]. Product: [O:1]1[C:10]2[C:5](=[CH:6][CH:7]=[CH:8][C:9]=2[C:16]([OH:18])=[O:17])[CH2:4][CH2:3][CH2:2]1. The catalyst class is: 788. (6) Reactant: C[O:2][C:3]([C:5]1[CH:9]=[C:8]([C:10]([O:12][CH3:13])=[O:11])[N:7]([CH2:14][C:15]2[CH:20]=[CH:19][C:18]([O:21][CH3:22])=[CH:17][CH:16]=2)[N:6]=1)=[O:4].O1CCOCC1.S(=O)(=O)(O)O. Product: [CH3:13][O:12][C:10]([C:8]1[N:7]([CH2:14][C:15]2[CH:20]=[CH:19][C:18]([O:21][CH3:22])=[CH:17][CH:16]=2)[N:6]=[C:5]([C:3]([OH:4])=[O:2])[CH:9]=1)=[O:11]. The catalyst class is: 6.